This data is from Full USPTO retrosynthesis dataset with 1.9M reactions from patents (1976-2016). The task is: Predict the reactants needed to synthesize the given product. (1) Given the product [Cl:13][C:11]1[C:10]([C:14]([F:17])([F:16])[F:15])=[CH:9][N:8]=[C:7]([NH:18][C:19]2[CH:33]=[CH:32][C:22]([CH2:23][NH:24][C:25](=[O:31])[O:26][C:27]([CH3:29])([CH3:30])[CH3:28])=[CH:21][CH:20]=2)[N:12]=1, predict the reactants needed to synthesize it. The reactants are: CCOCC.Cl[C:7]1[N:12]=[C:11]([Cl:13])[C:10]([C:14]([F:17])([F:16])[F:15])=[CH:9][N:8]=1.[NH2:18][C:19]1[CH:33]=[CH:32][C:22]([CH2:23][NH:24][C:25](=[O:31])[O:26][C:27]([CH3:30])([CH3:29])[CH3:28])=[CH:21][CH:20]=1.CCN(CC)CC. (2) The reactants are: [NH2:1][CH2:2][CH2:3][CH2:4][N:5]1[CH2:10][CH2:9][CH:8]([C:11]2[CH:12]=[C:13]([NH:17][C:18](=[O:22])[CH:19]([CH3:21])[CH3:20])[CH:14]=[CH:15][CH:16]=2)[CH2:7][CH2:6]1.[Cl:23][C:24]1[CH:25]=[C:26]([CH:36]=[C:37]([Cl:39])[CH:38]=1)[O:27][C:28]1[O:32][C:31]([C:33](Cl)=[O:34])=[CH:30][CH:29]=1. Given the product [Cl:23][C:24]1[CH:25]=[C:26]([CH:36]=[C:37]([Cl:39])[CH:38]=1)[O:27][C:28]1[O:32][C:31]([C:33]([NH:1][CH2:2][CH2:3][CH2:4][N:5]2[CH2:10][CH2:9][CH:8]([C:11]3[CH:16]=[CH:15][CH:14]=[C:13]([NH:17][C:18](=[O:22])[CH:19]([CH3:20])[CH3:21])[CH:12]=3)[CH2:7][CH2:6]2)=[O:34])=[CH:30][CH:29]=1, predict the reactants needed to synthesize it.